Dataset: NCI-60 drug combinations with 297,098 pairs across 59 cell lines. Task: Regression. Given two drug SMILES strings and cell line genomic features, predict the synergy score measuring deviation from expected non-interaction effect. Drug 1: CC=C1C(=O)NC(C(=O)OC2CC(=O)NC(C(=O)NC(CSSCCC=C2)C(=O)N1)C(C)C)C(C)C. Drug 2: C1CN(P(=O)(OC1)NCCCl)CCCl. Cell line: NCI-H460. Synergy scores: CSS=56.8, Synergy_ZIP=3.32, Synergy_Bliss=-0.618, Synergy_Loewe=-46.9, Synergy_HSA=-2.65.